From a dataset of Experimentally validated miRNA-target interactions with 360,000+ pairs, plus equal number of negative samples. Binary Classification. Given a miRNA mature sequence and a target amino acid sequence, predict their likelihood of interaction. The miRNA is hsa-miR-597-5p with sequence UGUGUCACUCGAUGACCACUGU. The protein sequence of the target gene is MAFSGSQAPYLSPAVPFSGTIQGGLQDGFQITVNGAVLSSSGTRFAVDFQTGFSGNDIAFHFNPRFEDGGYVVCNTRQKGRWGPEERKMHMPFQKGMPFDLCFLVQSSDFKVMVNGSLFVQYFHRVPFHRVDTISVNGSVQLSYISFQNPRTVPVQPAFSTVPFSQPVCFPPRPRGRRQKPPSVRPANPAPITQTVIHTVQSASGQMFSQTPAIPPMMYPHPAYPMPFITTIPGGLYPSKSIILSGTVLPSAQRFHINLCSGSHIAFHMNPRFDENAVVRNTQINNSWGSEERSLPRKMP.... Result: 0 (no interaction).